This data is from Reaction yield outcomes from USPTO patents with 853,638 reactions. The task is: Predict the reaction yield, written as a fraction of the theoretical maximum amount of product (1.0 means a 100% yield; for example, 0.34 means a 34% yield). (1) The reactants are [Br:1][C:2]1[CH:3]=[CH:4][C:5]2[O:11][CH2:10][CH2:9][N:8](C(OC(C)(C)C)=O)[CH2:7][C:6]=2[CH:19]=1.C(O)C.[ClH:23].O1CCOCC1. The catalyst is C(OCC)C. The product is [ClH:23].[Br:1][C:2]1[CH:3]=[CH:4][C:5]2[O:11][CH2:10][CH2:9][NH:8][CH2:7][C:6]=2[CH:19]=1. The yield is 0.980. (2) The reactants are [N+]([C:4]1C=CC=CC=1O)([O-])=O.[Cl:11][C:12]1[C:17]([N+:18]([O-:20])=[O:19])=[CH:16][CH:15]=[CH:14][C:13]=1[OH:21].C(=O)([O-])[O-].[Cs+].[Cs+].CI. The catalyst is CN(C=O)C. The product is [Cl:11][C:12]1[C:17]([N+:18]([O-:20])=[O:19])=[CH:16][CH:15]=[CH:14][C:13]=1[O:21][CH3:4]. The yield is 0.980. (3) The reactants are [CH3:1][C@@:2]12[C@@H:10](O)[CH2:9][CH2:8][C@H:7]1[C@@H:6]1[CH2:12][CH2:13][C:14]3[C@@:20]([CH3:21])([C@H:5]1[CH2:4][CH2:3]2)[CH2:19][CH2:18][C:16](=[O:17])[CH:15]=3.ClC(OC)=O.N1C=CC=CC=1.CO.C(=O)([O-])OC. The catalyst is C1(C)C=CC=CC=1. The product is [CH3:1][C@:2]12[CH2:3][CH2:4][C@H:5]3[C@@H:6]([CH2:12][CH2:13][C:14]4[C@:20]3([CH3:21])[CH2:19][CH2:18][C:16](=[O:17])[CH:15]=4)[C@@H:7]1[CH2:8][CH:9]=[CH:10]2. The yield is 0.900. (4) The reactants are [CH3:1][O:2][C:3]1[CH:12]=[CH:11][C:10]2[NH:9][C:8](=[O:13])[C:7]3[S:14][CH:15]=[CH:16][C:6]=3[C:5]=2[C:4]=1[C:17]1[CH:22]=[CH:21][C:20]([C@@H:23]([N:26]([CH3:34])[C:27](=[O:33])[O:28][C:29]([CH3:32])([CH3:31])[CH3:30])[CH2:24][CH3:25])=[CH:19][CH:18]=1.C1C(=O)N([Cl:42])C(=O)C1. No catalyst specified. The product is [Cl:42][C:11]1[C:10]2[NH:9][C:8](=[O:13])[C:7]3[S:14][CH:15]=[CH:16][C:6]=3[C:5]=2[C:4]([C:17]2[CH:22]=[CH:21][C:20]([C@@H:23]([N:26]([CH3:34])[C:27](=[O:33])[O:28][C:29]([CH3:30])([CH3:32])[CH3:31])[CH2:24][CH3:25])=[CH:19][CH:18]=2)=[C:3]([O:2][CH3:1])[CH:12]=1. The yield is 0.610. (5) The reactants are [BH4-].[Na+].[C:3]([C:6]1[CH:7]=[C:8]([C:23]([O:25][CH3:26])=[O:24])[CH:9]=[C:10]2[C:15]=1[O:14][C:13]([N:16]1[CH2:21][CH2:20][O:19][CH2:18][CH2:17]1)=[CH:12][C:11]2=[O:22])(=[O:5])[CH3:4]. The catalyst is CO.C(Cl)Cl. The product is [OH:5][CH:3]([C:6]1[CH:7]=[C:8]([C:23]([O:25][CH3:26])=[O:24])[CH:9]=[C:10]2[C:15]=1[O:14][C:13]([N:16]1[CH2:21][CH2:20][O:19][CH2:18][CH2:17]1)=[CH:12][C:11]2=[O:22])[CH3:4]. The yield is 0.760. (6) The reactants are [C:1]([C:3]1[CH:4]=[CH:5][C:6]([C:9]([OH:11])=O)=[N:7][CH:8]=1)#[N:2].O.[Cl-].COC1N=C(OC)N=C([N+]2(C)CCOCC2)N=1.[NH2:31][C:32]1[CH:33]=[CH:34][C:35]([F:48])=[C:36]([C@:38]2([CH:45]([F:47])[F:46])[CH2:43][CH2:42][O:41][C:40]([NH2:44])=[N:39]2)[CH:37]=1.C([O-])([O-])=O.[Na+].[Na+]. The catalyst is CO. The product is [NH2:44][C:40]1[O:41][CH2:42][CH2:43][C@:38]([C:36]2[CH:37]=[C:32]([NH:31][C:9](=[O:11])[C:6]3[CH:5]=[CH:4][C:3]([C:1]#[N:2])=[CH:8][N:7]=3)[CH:33]=[CH:34][C:35]=2[F:48])([CH:45]([F:46])[F:47])[N:39]=1. The yield is 0.732. (7) The reactants are [C:1]([C:3]1[CH:11]=[CH:10][C:6]([C:7](Cl)=[O:8])=[CH:5][CH:4]=1)#[N:2].[NH2:12][C:13]1[N:17]([CH2:18][CH2:19][C:20]([NH2:22])=[O:21])[C:16]2[CH:23]=[CH:24][C:25]([CH:27]([CH3:36])[C:28]([CH:30]3[CH2:35][CH2:34][CH2:33][CH2:32][CH2:31]3)=[O:29])=[CH:26][C:15]=2[N:14]=1. The catalyst is C(Cl)Cl.N1C=CC=CC=1. The product is [C:20]([CH2:19][CH2:18][N:17]1[C:16]2[CH:23]=[CH:24][C:25]([CH:27]([CH3:36])[C:28]([CH:30]3[CH2:35][CH2:34][CH2:33][CH2:32][CH2:31]3)=[O:29])=[CH:26][C:15]=2[N:14]=[C:13]1[NH:12][C:7](=[O:8])[C:6]1[CH:10]=[CH:11][C:3]([C:1]#[N:2])=[CH:4][CH:5]=1)(=[O:21])[NH2:22]. The yield is 0.530.